Dataset: Reaction yield outcomes from USPTO patents with 853,638 reactions. Task: Predict the reaction yield, written as a fraction of the theoretical maximum amount of product (1.0 means a 100% yield; for example, 0.34 means a 34% yield). (1) The reactants are [N:1]1[CH:6]=[CH:5][CH:4]=[C:3]([NH2:7])[C:2]=1[NH2:8].[CH2:9]([O:16][C:17]1[CH:18]=[CH:19][C:20]([O:26][CH:27]([CH3:29])[CH3:28])=[C:21]([CH:25]=1)[C:22](O)=O)[C:10]1[CH:15]=[CH:14][CH:13]=[CH:12][CH:11]=1.O.ON1C2C=CC=CC=2N=N1.Cl.C(N=C=NCCCN(C)C)C. The catalyst is CN(C)C=O.O.C(O)C.C(O)(=O)C. The product is [CH2:9]([O:16][C:17]1[CH:18]=[CH:19][C:20]([O:26][CH:27]([CH3:29])[CH3:28])=[C:21]([C:22]2[NH:8][C:2]3=[N:1][CH:6]=[CH:5][CH:4]=[C:3]3[N:7]=2)[CH:25]=1)[C:10]1[CH:11]=[CH:12][CH:13]=[CH:14][CH:15]=1. The yield is 0.320. (2) The reactants are [NH2:1][C@H:2]([C:4]1[N:13]([C:14]2[CH:19]=[CH:18][CH:17]=[C:16]([O:20][CH2:21][C:22]([F:25])([F:24])[F:23])[CH:15]=2)[C:12](=[O:26])[C:11]2[C:6](=[CH:7][CH:8]=[CH:9][C:10]=2[Cl:27])[N:5]=1)[CH3:3].Cl[C:29]1[C:30]2[CH:37]=[CH:36][NH:35][C:31]=2[N:32]=[CH:33][N:34]=1.C(N(C(C)C)CC)(C)C. The catalyst is CC(O)(C)C. The product is [N:32]1[C:31]2[NH:35][CH:36]=[CH:37][C:30]=2[C:29]([NH:1][C@H:2]([C:4]2[N:13]([C:14]3[CH:19]=[CH:18][CH:17]=[C:16]([O:20][CH2:21][C:22]([F:23])([F:25])[F:24])[CH:15]=3)[C:12](=[O:26])[C:11]3[C:6](=[CH:7][CH:8]=[CH:9][C:10]=3[Cl:27])[N:5]=2)[CH3:3])=[N:34][CH:33]=1. The yield is 0.150. (3) The reactants are Cl[CH2:2][C:3]([C:5]1[CH:6]=[C:7]2[C:12](=[C:13]([O:16][CH3:17])[C:14]=1[OH:15])[O:11][C:10](=[O:18])[CH:9]=[CH:8]2)=O.C(=O)([O-])[O-].[Na+].[Na+].[BH4-].[Na+]. The catalyst is CC(C)=O.S(=O)(=O)(O)O. The product is [CH3:17][O:16][C:13]1[C:12]2[O:11][C:10]([CH:9]=[CH:8][C:7]=2[CH:6]=[C:5]2[CH:3]=[CH:2][O:15][C:14]=12)=[O:18]. The yield is 0.800.